Dataset: Peptide-MHC class II binding affinity with 134,281 pairs from IEDB. Task: Regression. Given a peptide amino acid sequence and an MHC pseudo amino acid sequence, predict their binding affinity value. This is MHC class II binding data. The peptide sequence is DCVVKPIDDRFANALLA. The MHC is DRB4_0101 with pseudo-sequence DRB4_0103. The binding affinity (normalized) is 0.321.